From a dataset of Forward reaction prediction with 1.9M reactions from USPTO patents (1976-2016). Predict the product of the given reaction. (1) Given the reactants [C:1]([OH:6])(=[O:5])[C:2]([CH3:4])=O.[Br:7][C:8]1[CH:19]=[CH:18][C:17]([F:20])=[CH:16][C:9]=1[CH2:10][NH:11][C:12]([NH:14][NH2:15])=[S:13].[CH3:21]O, predict the reaction product. The product is: [Br:7][C:8]1[CH:19]=[CH:18][C:17]([F:20])=[CH:16][C:9]=1[CH2:10][NH:11][C:12]([NH:14][N:15]=[C:2]([CH3:4])[C:1]([O:6][CH3:21])=[O:5])=[S:13]. (2) Given the reactants O.[OH-].[Li+].C([O:6][C:7]([C:9]1[N:10]=[C:11]([NH:14][C:15]([O:17][C:18]([CH3:21])([CH3:20])[CH3:19])=[O:16])[S:12][CH:13]=1)=[O:8])C.Cl, predict the reaction product. The product is: [C:18]([O:17][C:15]([NH:14][C:11]1[S:12][CH:13]=[C:9]([C:7]([OH:8])=[O:6])[N:10]=1)=[O:16])([CH3:21])([CH3:19])[CH3:20]. (3) The product is: [Cl:34][C:31]1[CH:32]=[CH:33][C:28](/[CH:27]=[N:26]/[NH:25][C:23]([C:12]2[CH:13]=[C:14]([N:17]3[CH2:18][CH2:19][CH2:20][CH2:21][CH2:22]3)[CH:15]=[CH:16][C:11]=2[NH:10][C:8]([C:7]2[CH:6]=[C:5]([CH:41]=[CH:40][CH:39]=2)[CH2:4][N:1]2[CH:48]=[C:47]([CH2:46][CH2:45][CH2:44][CH2:43][C:42]([OH:50])=[O:49])[N:3]=[N:2]2)=[O:9])=[O:24])=[CH:29][C:30]=1[C:35]([F:38])([F:36])[F:37]. Given the reactants [N:1]([CH2:4][C:5]1[CH:6]=[C:7]([CH:39]=[CH:40][CH:41]=1)[C:8]([NH:10][C:11]1[CH:16]=[CH:15][C:14]([N:17]2[CH2:22][CH2:21][CH2:20][CH2:19][CH2:18]2)=[CH:13][C:12]=1[C:23]([NH:25]/[N:26]=[CH:27]/[C:28]1[CH:33]=[CH:32][C:31]([Cl:34])=[C:30]([C:35]([F:38])([F:37])[F:36])[CH:29]=1)=[O:24])=[O:9])=[N+:2]=[N-:3].[C:42]([OH:50])(=[O:49])[CH2:43][CH2:44][CH2:45][CH2:46][C:47]#[CH:48], predict the reaction product. (4) Given the reactants [C:1]([O:5][C:6]([N:8]([CH:21]([CH3:23])[CH3:22])[CH2:9][C@H:10]([C:14]1[CH:19]=[CH:18][C:17]([Cl:20])=[CH:16][CH:15]=1)[C:11](O)=[O:12])=[O:7])([CH3:4])([CH3:3])[CH3:2].Cl.C(N=C=NCCCN(C)C)C.C1C=CC2N(O)N=NC=2C=1.O.C(N(CC)CC)C.[CH3:54][C:55]1[O:56][C:57]([C:60]2[C:61]([N:69]3[CH2:74][CH2:73][NH:72][CH2:71][CH2:70]3)=[C:62]3[CH:68]=[CH:67][NH:66][C:63]3=[N:64][CH:65]=2)=[N:58][N:59]=1, predict the reaction product. The product is: [Cl:20][C:17]1[CH:18]=[CH:19][C:14]([C@H:10]([C:11]([N:72]2[CH2:71][CH2:70][N:69]([C:61]3[C:60]([C:57]4[O:56][C:55]([CH3:54])=[N:59][N:58]=4)=[CH:65][N:64]=[C:63]4[NH:66][CH:67]=[CH:68][C:62]=34)[CH2:74][CH2:73]2)=[O:12])[CH2:9][N:8]([CH:21]([CH3:22])[CH3:23])[C:6](=[O:7])[O:5][C:1]([CH3:3])([CH3:2])[CH3:4])=[CH:15][CH:16]=1.